From a dataset of Forward reaction prediction with 1.9M reactions from USPTO patents (1976-2016). Predict the product of the given reaction. (1) Given the reactants Br[C:2]1[C:3]([CH3:19])=[C:4]([CH2:12][N:13]2[CH2:18][CH2:17][O:16][CH2:15][CH2:14]2)[N:5]2[C:10]=1[C:9]([NH2:11])=[N:8][CH:7]=[N:6]2.[Cl:20][C:21]1[CH:26]=[CH:25][C:24]([C:27]([F:30])([F:29])[F:28])=[CH:23][C:22]=1[NH:31][C:32]([NH:34]C1C=CC(B2OC(C)(C)C(C)(C)O2)=CC=1)=[O:33].F[C:51]1[CH:56]=[CH:55][C:54](C(F)(F)F)=[CH:53][C:52]=1NC(N[C:51]1[CH:56]=[CH:55][C:54](B2OC(C)(C)C(C)(C)O2)=[CH:53][CH:52]=1)=O, predict the reaction product. The product is: [NH2:11][C:9]1[C:10]2=[C:2]([C:51]3[CH:56]=[CH:55][C:54]([N:31]([C:22]4[CH:23]=[C:24]([C:27]([F:28])([F:29])[F:30])[CH:25]=[CH:26][C:21]=4[Cl:20])[C:32]([NH2:34])=[O:33])=[CH:53][CH:52]=3)[C:3]([CH3:19])=[C:4]([CH2:12][N:13]3[CH2:18][CH2:17][O:16][CH2:15][CH2:14]3)[N:5]2[N:6]=[CH:7][N:8]=1. (2) Given the reactants [CH3:1][CH2:2][CH2:3][CH2:4][CH2:5][CH2:6][CH2:7][CH2:8][CH2:9][CH2:10][CH2:11][CH2:12][O:13][C:14]([CH:16]([N:18]([CH3:20])[CH3:19])[CH3:17])=[O:15].[P:21](=[O:25])([OH:24])([OH:23])[OH:22], predict the reaction product. The product is: [P:21](=[O:22])([OH:25])([OH:24])[OH:23].[CH3:19][N:18]([CH3:20])[CH:16]([CH3:17])[C:14]([O:13][CH2:12][CH2:11][CH2:10][CH2:9][CH2:8][CH2:7][CH2:6][CH2:5][CH2:4][CH2:3][CH2:2][CH3:1])=[O:15]. (3) Given the reactants [CH2:1]([O:3][C:4](=O)[CH2:5][C:6]([C:8]1[CH:13]=[CH:12][C:11]([CH2:14][N:15]2[CH:19]=[C:18]([C:20]3[CH:25]=[CH:24][C:23]([Cl:26])=[CH:22][C:21]=3[Cl:27])[N:17]=[C:16]2/[CH:28]=[CH:29]/[C:30]2[CH:35]=[CH:34][C:33]([C:36]3[CH:41]=[CH:40][CH:39]=[C:38]([C:42]([F:45])([F:44])[F:43])[CH:37]=3)=[CH:32][CH:31]=2)=[CH:10][CH:9]=1)=O)[CH3:2].Cl.Cl.[NH2:49][NH2:50], predict the reaction product. The product is: [Cl:27][C:21]1[CH:22]=[C:23]([Cl:26])[CH:24]=[CH:25][C:20]=1[C:18]1[N:17]=[C:16](/[CH:28]=[CH:29]/[C:30]2[CH:35]=[CH:34][C:33]([C:36]3[CH:41]=[CH:40][CH:39]=[C:38]([C:42]([F:44])([F:45])[F:43])[CH:37]=3)=[CH:32][CH:31]=2)[N:15]([CH2:14][C:11]2[CH:12]=[CH:13][C:8]([C:6]3[NH:50][N:49]=[C:4]([O:3][CH2:1][CH3:2])[CH:5]=3)=[CH:9][CH:10]=2)[CH:19]=1. (4) Given the reactants [NH2:1][C:2]1[N:10]=[CH:9][CH:8]=[CH:7][C:3]=1[C:4]([OH:6])=O.ON1C2C=CC=CC=2N=N1.CCN=C=NCCCN(C)C.[Cl:32][C:33]1[CH:47]=[CH:46][C:36]([O:37][C:38]2[CH:45]=[CH:44][C:41]([CH2:42][NH2:43])=[CH:40][CH:39]=2)=[CH:35][CH:34]=1.C(=O)(O)[O-].[Na+], predict the reaction product. The product is: [Cl:32][C:33]1[CH:47]=[CH:46][C:36]([O:37][C:38]2[CH:45]=[CH:44][C:41]([CH2:42][NH:43][C:4](=[O:6])[C:3]3[CH:7]=[CH:8][CH:9]=[N:10][C:2]=3[NH2:1])=[CH:40][CH:39]=2)=[CH:35][CH:34]=1. (5) Given the reactants S1C=CC=C1C1N=C(C=C2CCNCC2)ON=1.C(OC([N:25]1[CH2:30][CH2:29][C:28](=[CH:31][C:32]2[N:36]([C:37]3[CH:42]=[CH:41][CH:40]=[CH:39][CH:38]=3)[N:35]=[N:34][CH:33]=2)[CH2:27][CH2:26]1)=O)(C)(C)C, predict the reaction product. The product is: [C:37]1([N:36]2[C:32]([CH:31]=[C:28]3[CH2:29][CH2:30][NH:25][CH2:26][CH2:27]3)=[CH:33][N:34]=[N:35]2)[CH:38]=[CH:39][CH:40]=[CH:41][CH:42]=1.